Dataset: Full USPTO retrosynthesis dataset with 1.9M reactions from patents (1976-2016). Task: Predict the reactants needed to synthesize the given product. (1) Given the product [CH3:8][C:6]1[CH:7]=[C:2]([CH3:1])[N:3]=[C:4]([N:9]2[C@@H:16]3[C@@H:11]([CH2:12][CH2:13][N:14]([C:24]([C:23]4[CH:27]=[CH:28][CH:29]=[CH:30][C:22]=4[C:18]4[S:17][CH:21]=[CH:20][CH:19]=4)=[O:25])[CH2:15]3)[CH2:10]2)[N:5]=1, predict the reactants needed to synthesize it. The reactants are: [CH3:1][C:2]1[CH:7]=[C:6]([CH3:8])[N:5]=[C:4]([N:9]2[C@@H:16]3[C@@H:11]([CH2:12][CH2:13][NH:14][CH2:15]3)[CH2:10]2)[N:3]=1.[S:17]1[CH:21]=[CH:20][CH:19]=[C:18]1[C:22]1[CH:30]=[CH:29][CH:28]=[CH:27][C:23]=1[C:24](O)=[O:25].CN(C(ON1N=NC2C=CC=NC1=2)=[N+](C)C)C.F[P-](F)(F)(F)(F)F.C(N(C(C)C)CC)(C)C. (2) Given the product [CH3:1][C:2]1[CH:18]=[CH:17][CH:16]=[CH:15][C:3]=1[CH2:4][C:5]1[O:9][N:8]=[C:7]([C:10]([OH:12])=[O:11])[CH:6]=1, predict the reactants needed to synthesize it. The reactants are: [CH3:1][C:2]1[CH:18]=[CH:17][CH:16]=[CH:15][C:3]=1[CH2:4][C:5]1[O:9][N:8]=[C:7]([C:10]([O:12]CC)=[O:11])[CH:6]=1.C(O)C.[OH-].[Na+]. (3) Given the product [Br:1][C:2]1[CH:7]=[CH:6][C:5]([CH2:8][Br:10])=[C:4]([Cl:9])[CH:3]=1, predict the reactants needed to synthesize it. The reactants are: [Br:1][C:2]1[CH:7]=[CH:6][C:5]([CH3:8])=[C:4]([Cl:9])[CH:3]=1.[Br:10]N1C(=O)CCC1=O.C(OOC(=O)C1C=CC=CC=1)(=O)C1C=CC=CC=1. (4) Given the product [Cl:34][C:28]1[CH:29]=[C:30]([CH:32]=[CH:33][C:27]=1[C:15]1[CH2:24][CH2:23][C:18]2([O:19][CH2:20][CH2:21][O:22]2)[CH2:17][CH:16]=1)[NH2:31], predict the reactants needed to synthesize it. The reactants are: C(=O)([O-])[O-].[K+].[K+].CC1(C)C(C)(C)OB([C:15]2[CH2:24][CH2:23][C:18]3([O:22][CH2:21][CH2:20][O:19]3)[CH2:17][CH:16]=2)O1.Br[C:27]1[CH:33]=[CH:32][C:30]([NH2:31])=[CH:29][C:28]=1[Cl:34].C(OCC)(=O)C. (5) Given the product [NH2:36][C:34]1[N:35]=[C:30]([CH2:29][CH2:28][N:23]2[CH2:22][CH2:21][C:20]3[C:25](=[CH:26][CH:27]=[C:18]([NH:17][C:15]([C:10]4[CH2:11][CH2:12][CH2:13][CH2:14][C:9]=4[C:6]4[CH:5]=[CH:4][C:3]([C:2]([F:44])([F:45])[F:1])=[CH:8][CH:7]=4)=[O:16])[CH:19]=3)[CH2:24]2)[CH:31]=[CH:32][CH:33]=1, predict the reactants needed to synthesize it. The reactants are: [F:1][C:2]([F:45])([F:44])[C:3]1[CH:8]=[CH:7][C:6]([C:9]2[CH2:14][CH2:13][CH2:12][CH2:11][C:10]=2[C:15]([NH:17][C:18]2[CH:19]=[C:20]3[C:25](=[CH:26][CH:27]=2)[CH2:24][N:23]([CH2:28][CH2:29][C:30]2[N:35]=[C:34]([NH:36]C(=O)OC(C)(C)C)[CH:33]=[CH:32][CH:31]=2)[CH2:22][CH2:21]3)=[O:16])=[CH:5][CH:4]=1.FC(F)(F)C(O)=O.